Task: Predict the reactants needed to synthesize the given product.. Dataset: Full USPTO retrosynthesis dataset with 1.9M reactions from patents (1976-2016) (1) Given the product [Cl:1][C:2]1[S:6][C:5]([C:7]2[N:8]([CH2:13][C:14]3[CH:19]=[CH:18][CH:17]=[CH:16][C:15]=3[F:20])[C:9](=[O:12])[N:10]([CH2:22][C:23]#[N:24])[N:11]=2)=[CH:4][CH:3]=1, predict the reactants needed to synthesize it. The reactants are: [Cl:1][C:2]1[S:6][C:5]([C:7]2[N:8]([CH2:13][C:14]3[CH:19]=[CH:18][CH:17]=[CH:16][C:15]=3[F:20])[C:9](=[O:12])[NH:10][N:11]=2)=[CH:4][CH:3]=1.Br[CH2:22][C:23]#[N:24].C(=O)([O-])[O-].[K+].[K+]. (2) Given the product [CH2:1]([N:8]1[CH2:13][CH2:12][C:11]([N:21]([C:22]2[CH:27]=[CH:26][CH:25]=[CH:24][CH:23]=2)[C:30](=[O:31])[C:29]([F:40])([F:39])[F:28])([C:14]2[CH:19]=[CH:18][CH:17]=[C:16]([Br:20])[N:15]=2)[CH2:10][CH2:9]1)[C:2]1[CH:3]=[CH:4][CH:5]=[CH:6][CH:7]=1, predict the reactants needed to synthesize it. The reactants are: [CH2:1]([N:8]1[CH2:13][CH2:12][C:11]([NH:21][C:22]2[CH:27]=[CH:26][CH:25]=[CH:24][CH:23]=2)([C:14]2[CH:19]=[CH:18][CH:17]=[C:16]([Br:20])[N:15]=2)[CH2:10][CH2:9]1)[C:2]1[CH:7]=[CH:6][CH:5]=[CH:4][CH:3]=1.[F:28][C:29]([F:40])([F:39])[C:30](O[C:30](=[O:31])[C:29]([F:40])([F:39])[F:28])=[O:31]. (3) Given the product [F:27][C@H:28]1[C@H:29]([OH:33])[CH2:30][N:31]([C:2]2[C:21]([C:22]3[NH:26][N:25]=[CH:24][CH:23]=3)=[CH:20][C:5]([C:6]([NH:8][C:9]3[CH:10]=[CH:11][C:12]([O:15][C:16]([F:19])([F:17])[F:18])=[CH:13][CH:14]=3)=[O:7])=[CH:4][N:3]=2)[CH2:32]1, predict the reactants needed to synthesize it. The reactants are: Cl[C:2]1[C:21]([C:22]2[NH:26][N:25]=[CH:24][CH:23]=2)=[CH:20][C:5]([C:6]([NH:8][C:9]2[CH:14]=[CH:13][C:12]([O:15][C:16]([F:19])([F:18])[F:17])=[CH:11][CH:10]=2)=[O:7])=[CH:4][N:3]=1.[F:27][C@@H:28]1[CH2:32][NH:31][CH2:30][C@H:29]1[OH:33]. (4) Given the product [Br:4][C:5]1[CH:6]=[C:7]([N:11]([C:16]2[C:36]([CH:37]3[CH2:39][CH2:38]3)=[CH:35][C:19]3[C:20]([C:30]([OH:32])=[O:31])=[C:21]([C:23]4[CH:28]=[CH:27][C:26]([F:29])=[CH:25][CH:24]=4)[O:22][C:18]=3[CH:17]=2)[S:12]([CH3:15])(=[O:14])=[O:13])[CH:8]=[CH:9][CH:10]=1, predict the reactants needed to synthesize it. The reactants are: O.[OH-].[Li+].[Br:4][C:5]1[CH:6]=[C:7]([N:11]([C:16]2[C:36]([CH:37]3[CH2:39][CH2:38]3)=[CH:35][C:19]3[C:20]([C:30]([O:32]CC)=[O:31])=[C:21]([C:23]4[CH:28]=[CH:27][C:26]([F:29])=[CH:25][CH:24]=4)[O:22][C:18]=3[CH:17]=2)[S:12]([CH3:15])(=[O:14])=[O:13])[CH:8]=[CH:9][CH:10]=1.CO.Cl. (5) Given the product [CH3:1][C@:2]1([C:25]2[CH:30]=[CH:29][CH:28]=[CH:27][CH:26]=2)[C:11]2[C:6]3=[C:7]([C@:15]([CH3:24])([C:18]4[CH:23]=[CH:22][CH:21]=[CH:20][CH:19]=4)[CH2:16][CH2:17][N:5]3[CH2:4][CH2:3]1)[CH:8]=[C:9]([NH2:12])[CH:10]=2, predict the reactants needed to synthesize it. The reactants are: [CH3:1][C@:2]1([C:25]2[CH:30]=[CH:29][CH:28]=[CH:27][CH:26]=2)[C:11]2[C:6]3=[C:7]([C@:15]([CH3:24])([C:18]4[CH:23]=[CH:22][CH:21]=[CH:20][CH:19]=4)[CH2:16][CH2:17][N:5]3[CH2:4][CH2:3]1)[CH:8]=[C:9]([N+:12]([O-])=O)[CH:10]=2. (6) Given the product [I-:11].[Br:1][C:2]1[CH:10]=[C:6]([C:7]([OH:9])=[O:8])[CH:5]=[N+:4]([CH2:12][C:13](=[O:14])[NH2:15])[CH:3]=1, predict the reactants needed to synthesize it. The reactants are: [Br:1][C:2]1[CH:3]=[N:4][CH:5]=[C:6]([CH:10]=1)[C:7]([OH:9])=[O:8].[I:11][CH2:12][C:13]([NH2:15])=[O:14].